This data is from Full USPTO retrosynthesis dataset with 1.9M reactions from patents (1976-2016). The task is: Predict the reactants needed to synthesize the given product. (1) Given the product [OH:56][C:52]([CH3:53])([CH3:51])[C:54]#[C:55][C:2]1[CH:3]=[CH:4][C:5]2[O:11][CH2:10][CH2:9][N:8]3[C:12]([CH2:18][O:19][C:20]4[CH:25]=[CH:24][CH:23]=[CH:22][N:21]=4)=[C:13]([C:15]([NH2:17])=[O:16])[N:14]=[C:7]3[C:6]=2[CH:26]=1, predict the reactants needed to synthesize it. The reactants are: Br[C:2]1[CH:3]=[CH:4][C:5]2[O:11][CH2:10][CH2:9][N:8]3[C:12]([CH2:18][O:19][C:20]4[CH:25]=[CH:24][CH:23]=[CH:22][N:21]=4)=[C:13]([C:15]([NH2:17])=[O:16])[N:14]=[C:7]3[C:6]=2[CH:26]=1.N1C(C(N)=O)=CN2C=1C1C=CC=CC=1OCC2.N1C=CC=CC1=O.[CH3:51][C:52]([OH:56])([C:54]#[CH:55])[CH3:53]. (2) Given the product [C:19]([O:18][C:16](=[O:17])[CH2:15][N:14]1[CH:9]([C:6]2[CH:5]=[CH:4][C:3]([C:1]#[N:2])=[CH:8][CH:7]=2)[C:10]([C:35]([O:42][CH2:43][C:44]([O:46][CH2:47][C:48]2[CH:53]=[CH:52][CH:51]=[CH:50][CH:49]=2)=[O:45])=[O:36])=[C:11]([CH3:34])[N:12]([C:24]2[CH:29]=[CH:28][CH:27]=[C:26]([C:30]([F:31])([F:32])[F:33])[CH:25]=2)[C:13]1=[O:23])([CH3:20])([CH3:21])[CH3:22], predict the reactants needed to synthesize it. The reactants are: [C:1]([C:3]1[CH:8]=[CH:7][C:6]([CH:9]2[N:14]([CH2:15][C:16]([O:18][C:19]([CH3:22])([CH3:21])[CH3:20])=[O:17])[C:13](=[O:23])[N:12]([C:24]3[CH:29]=[CH:28][CH:27]=[C:26]([C:30]([F:33])([F:32])[F:31])[CH:25]=3)[C:11]([CH3:34])=[C:10]2[C:35](N2C=CN=C2)=[O:36])=[CH:5][CH:4]=1)#[N:2].[OH:42][CH2:43][C:44]([O:46][CH2:47][C:48]1[CH:53]=[CH:52][CH:51]=[CH:50][CH:49]=1)=[O:45].